From a dataset of Forward reaction prediction with 1.9M reactions from USPTO patents (1976-2016). Predict the product of the given reaction. (1) Given the reactants [C:1]([O:5][C:6]([N:8]1[CH2:13][CH2:12][CH:11]([NH:14][C:15]([C:17]2[C:18](Cl)=[N:19][CH:20]=[C:21]([F:23])[CH:22]=2)=[O:16])[CH2:10][CH2:9]1)=[O:7])([CH3:4])([CH3:3])[CH3:2].[F:25][C:26]1[CH:31]=[CH:30][C:29]([OH:32])=[CH:28][CH:27]=1.C(=O)([O-])[O-].[Cs+].[Cs+], predict the reaction product. The product is: [C:1]([O:5][C:6]([N:8]1[CH2:13][CH2:12][CH:11]([NH:14][C:15]([C:17]2[C:18]([O:32][C:29]3[CH:30]=[CH:31][C:26]([F:25])=[CH:27][CH:28]=3)=[N:19][CH:20]=[C:21]([F:23])[CH:22]=2)=[O:16])[CH2:10][CH2:9]1)=[O:7])([CH3:4])([CH3:3])[CH3:2]. (2) The product is: [NH2:1][C:2]1[C:10]([N+:11]([O-:13])=[O:12])=[CH:9][C:8]([Cl:14])=[CH:7][C:3]=1[C:4]([O:6][CH2:35][C:22]1([C:19]2[CH:20]=[CH:21][C:16]([F:15])=[CH:17][CH:18]=2)[CH2:23][CH2:24][N:25]([C:28]([O:30][C:31]([CH3:32])([CH3:33])[CH3:34])=[O:29])[CH2:26][CH2:27]1)=[O:5]. Given the reactants [NH2:1][C:2]1[C:10]([N+:11]([O-:13])=[O:12])=[CH:9][C:8]([Cl:14])=[CH:7][C:3]=1[C:4]([OH:6])=[O:5].[F:15][C:16]1[CH:21]=[CH:20][C:19]([C:22]2([CH2:35]O)[CH2:27][CH2:26][N:25]([C:28]([O:30][C:31]([CH3:34])([CH3:33])[CH3:32])=[O:29])[CH2:24][CH2:23]2)=[CH:18][CH:17]=1.CN(C1C=CC=CN=1)C.Cl.C(N=C=NCCCN(C)C)C, predict the reaction product.